From a dataset of Forward reaction prediction with 1.9M reactions from USPTO patents (1976-2016). Predict the product of the given reaction. (1) The product is: [CH3:20][C@H:18]1[N:17]([CH3:21])[C@@H:16]([CH3:22])[CH2:15][N:14]([C:11]2[CH:12]=[CH:13][C:8]3[O:7][CH:6]=[C:5]([C:3]([O:4][CH3:31])=[O:24])[C:9]=3[CH:10]=2)[CH2:19]1. Given the reactants CN(C)[C:3]([C:5]1[C:9]2[CH:10]=[C:11]([N:14]3[CH2:19][C@H:18]([CH3:20])[N:17]([CH3:21])[C@H:16]([CH3:22])[CH2:15]3)[CH:12]=[CH:13][C:8]=2[O:7][CH:6]=1)=[O:4].[OH-:24].[Na+].OS(O)(=O)=O.[CH3:31]O, predict the reaction product. (2) The product is: [C:10]([C:2]1[CH:7]=[CH:6][CH:5]=[CH:4][C:3]=1[O:8][CH3:9])#[CH:11]. Given the reactants I[C:2]1[CH:7]=[CH:6][CH:5]=[CH:4][C:3]=1[O:8][CH3:9].[CH2:10](N(CC)CC)[CH3:11], predict the reaction product. (3) Given the reactants [N:1]1[CH:6]=[CH:5][C:4]([C:7]2[CH:15]=[CH:14][CH:13]=[C:12]3[C:8]=2[CH2:9][C:10](=[O:16])[NH:11]3)=[CH:3][CH:2]=1.[CH:17]([C:19]1[NH:20][C:21]([CH3:27])=[CH:22][C:23]=1[C:24]([OH:26])=[O:25])=O, predict the reaction product. The product is: [CH3:27][C:21]1[NH:20][C:19]([CH:17]=[C:9]2[C:8]3[C:12](=[CH:13][CH:14]=[CH:15][C:7]=3[C:4]3[CH:5]=[CH:6][N:1]=[CH:2][CH:3]=3)[NH:11][C:10]2=[O:16])=[C:23]([C:24]([OH:26])=[O:25])[CH:22]=1.